Dataset: Forward reaction prediction with 1.9M reactions from USPTO patents (1976-2016). Task: Predict the product of the given reaction. (1) The product is: [NH:40]1[CH2:41][CH2:42][C@@H:38]([NH:37][C:32]2[C:31]3[CH:30]=[CH:29][N:28]=[CH:27][C:36]=3[CH:35]=[CH:34][CH:33]=2)[CH2:39]1. Given the reactants C([C@](C(O)=O)(O)[C@](C(=O)C1C=CC=CC=1)(O)C(O)=O)(=O)C1C=CC=CC=1.[CH:27]1[C:36]2[C:31](=[C:32]([NH:37][C@@H:38]3[CH2:42][CH2:41][N:40](C(OC(C)(C)C)=O)[CH2:39]3)[CH:33]=[CH:34][CH:35]=2)[CH:30]=[CH:29][N:28]=1.C(OC(C)C)(=O)C, predict the reaction product. (2) Given the reactants [N+:1]([C:4]1[N:5]=[CH:6][N:7]2[C:11]([C:12]([F:15])([F:14])[F:13])=[C:10]([C:16]([O-:18])=[O:17])[S:9][C:8]=12)([O-])=O.[ClH:19].O1CCO[CH2:22][CH2:21]1, predict the reaction product. The product is: [ClH:19].[NH2:1][C:4]1[N:5]=[CH:6][N:7]2[C:11]([C:12]([F:15])([F:14])[F:13])=[C:10]([C:16]([O:18][CH2:21][CH3:22])=[O:17])[S:9][C:8]=12. (3) Given the reactants P(OC1C=CC(C(C)(C)C)=CC=1C(C)(C)C)(OC1C=CC(C(C)(C)C)=CC=1C(C)(C)C)O[C:3]1C=CC(C(C)(C)C)=CC=1C(C)(C)C.[F:47][C:48]([F:82])([F:81])[C:49]([OH:80])([C:71]1[CH:76]=[C:75]([Cl:77])[C:74]([Cl:78])=[C:73]([Cl:79])[CH:72]=1)/[CH:50]=[CH:51]/[C:52]1[CH:57]=[CH:56][C:55]([C@@H:58]([N:60]2[C:68](=[O:69])[C:67]3[C:62](=[CH:63][CH:64]=[CH:65][CH:66]=3)[C:61]2=[O:70])[CH3:59])=[CH:54][CH:53]=1.[H][H].CC1C=CC(S(O)(=O)=O)=CC=1, predict the reaction product. The product is: [Cl:77][C:75]1[CH:76]=[C:71]([C:49]2([C:48]([F:81])([F:47])[F:82])[CH2:50][C:51]([C:52]3[CH:53]=[CH:54][C:55]([C@@H:58]([N:60]4[C:68](=[O:69])[C:67]5[C:62](=[CH:63][CH:64]=[CH:65][CH:66]=5)[C:61]4=[O:70])[CH3:59])=[CH:56][CH:57]=3)=[CH:3][O:80]2)[CH:72]=[C:73]([Cl:79])[C:74]=1[Cl:78]. (4) Given the reactants [Cl:1][C:2]1[C:20]([CH3:21])=[CH:19][C:5]([O:6][CH2:7][CH2:8][CH2:9][C:10]2[C:18]3[C:13](=[CH:14][CH:15]=[CH:16][CH:17]=3)[NH:12][CH:11]=2)=[CH:4][C:3]=1[CH3:22].Br[CH:24]([C:30]1[CH:35]=[CH:34][CH:33]=[CH:32][CH:31]=1)[C:25]([O:27]CC)=[O:26], predict the reaction product. The product is: [Cl:1][C:2]1[C:20]([CH3:21])=[CH:19][C:5]([O:6][CH2:7][CH2:8][CH2:9][C:10]2[C:18]3[C:13](=[CH:14][CH:15]=[CH:16][CH:17]=3)[N:12]([CH:24]([C:30]3[CH:35]=[CH:34][CH:33]=[CH:32][CH:31]=3)[C:25]([OH:27])=[O:26])[CH:11]=2)=[CH:4][C:3]=1[CH3:22]. (5) Given the reactants Cl.[CH2:2]([O:4][C:5](=[O:24])[C@H:6]([CH3:23])[CH2:7][C@H:8](N)[CH2:9][C:10]1[CH:15]=[CH:14][C:13]([C:16]2[CH:21]=[CH:20][CH:19]=[CH:18][CH:17]=2)=[CH:12][CH:11]=1)[CH3:3].Cl.C(O[C:29](=[O:49])[C@@H](C)CC(N)CC1C=CC(C2C=CC=C(Cl)C=2)=CC=1)C.CC[N:52](CC)CC.CN(C(O[N:65]1[N:73]=[N:72]C2C=CC=[N:71][C:66]1=2)=[N+](C)C)C.F[P-](F)(F)(F)(F)F, predict the reaction product. The product is: [CH2:2]([O:4][C:5](=[O:24])[C@H:6]([CH3:23])[CH2:7][C@H:8]([C:29](=[O:49])[NH:71][C:66]1[NH:52][N:72]=[N:73][N:65]=1)[CH2:9][C:10]1[CH:15]=[CH:14][C:13]([C:16]2[CH:21]=[CH:20][CH:19]=[CH:18][CH:17]=2)=[CH:12][CH:11]=1)[CH3:3].